Dataset: Peptide-MHC class II binding affinity with 134,281 pairs from IEDB. Task: Regression. Given a peptide amino acid sequence and an MHC pseudo amino acid sequence, predict their binding affinity value. This is MHC class II binding data. The peptide sequence is FTSLEYIEAAKWLLP. The MHC is DRB3_0202 with pseudo-sequence DRB3_0202. The binding affinity (normalized) is 0.389.